This data is from Forward reaction prediction with 1.9M reactions from USPTO patents (1976-2016). The task is: Predict the product of the given reaction. (1) The product is: [CH3:14][C:15]1[CH:16]=[C:17]([C:22]2[CH:23]=[CH:12][C:3]3[C:2](=[CH:7][CH:6]=[CH:5][C:4]=3[C:8]([F:11])([F:10])[F:9])[N:1]=2)[CH:18]=[C:19]([CH3:21])[CH:20]=1. Given the reactants [NH2:1][C:2]1[CH:7]=[CH:6][CH:5]=[C:4]([C:8]([F:11])([F:10])[F:9])[C:3]=1[CH2:12]O.[CH3:14][C:15]1[CH:16]=[C:17]([C:22](=O)[CH3:23])[CH:18]=[C:19]([CH3:21])[CH:20]=1.[OH-].[K+], predict the reaction product. (2) The product is: [F:21][C:17]1[CH:16]=[C:15]([CH:20]=[CH:19][CH:18]=1)[CH2:14][O:13][C:10]1[CH:9]=[CH:8][C:7]([CH:5]([CH3:6])[CH2:4][C:3]([NH:2][CH3:1])=[O:22])=[CH:12][CH:11]=1. Given the reactants [CH3:1][NH:2][C:3](=[O:22])[CH:4]=[C:5]([C:7]1[CH:12]=[CH:11][C:10]([O:13][CH2:14][C:15]2[CH:20]=[CH:19][CH:18]=[C:17]([F:21])[CH:16]=2)=[CH:9][CH:8]=1)[CH3:6], predict the reaction product. (3) Given the reactants Cl.C(O)C.[C:5]([BH3-])#[N:6].[Na+].O1CCCC1.C=O.[Cl:16][C:17]1[CH:22]=[CH:21][C:20]([C@H:23]2[N:30]3[C:26]([S:27][C:28]([C:34]([N:36]4[CH2:41][C@H:40]([CH3:42])N[CH2:38][C@@H:37]4[CH3:43])=[O:35])=[C:29]3[CH:31]([CH3:33])[CH3:32])=[N:25][C@:24]2([C:45]2[CH:50]=[CH:49][C:48]([Cl:51])=[CH:47][CH:46]=2)[CH3:44])=[CH:19][CH:18]=1, predict the reaction product. The product is: [Cl:16][C:17]1[CH:22]=[CH:21][C:20]([C@H:23]2[N:30]3[C:26]([S:27][C:28]([C:34]([N:36]4[CH2:41][C@H:40]([CH3:42])[N:6]([CH3:5])[CH2:43][C@@H:37]4[CH3:38])=[O:35])=[C:29]3[CH:31]([CH3:33])[CH3:32])=[N:25][C@:24]2([C:45]2[CH:46]=[CH:47][C:48]([Cl:51])=[CH:49][CH:50]=2)[CH3:44])=[CH:19][CH:18]=1. (4) Given the reactants [CH3:1][C:2]1[CH2:6][CH:5]([C:7]2[CH:12]=[CH:11][CH:10]=[CH:9][CH:8]=2)[N:4]([C:13]2[CH:18]=[CH:17][C:16](B3[O:23][C:22]([CH3:25])(C)C(C)(C)O3)=[CH:15][CH:14]=2)[N:3]=1.I[C:29]1[C:37]2[C:32](=[N:33][CH:34]=[N:35][C:36]=2[NH2:38])[N:31]([C@H:39]2[CH2:44][CH2:43][C@H:42]([N:45]3[CH2:50][CH2:49][N:48]([CH3:51])[CH2:47][CH2:46]3)[CH2:41][CH2:40]2)[N:30]=1.O.[C:53](=[O:56])([O-])[O-:54].[Na+].[Na+], predict the reaction product. The product is: [C:22]([OH:54])(=[O:23])[CH3:25].[C:53]([OH:54])(=[O:56])[CH3:1].[CH3:1][C:2]1[CH:6]=[C:5]([C:7]2[CH:12]=[CH:11][CH:10]=[CH:9][CH:8]=2)[N:4]([C:13]2[CH:14]=[CH:15][C:16]([C:29]3[C:37]4[C:32](=[N:33][CH:34]=[N:35][C:36]=4[NH2:38])[N:31]([C@H:39]4[CH2:40][CH2:41][C@H:42]([N:45]5[CH2:46][CH2:47][N:48]([CH3:51])[CH2:49][CH2:50]5)[CH2:43][CH2:44]4)[N:30]=3)=[CH:17][CH:18]=2)[N:3]=1.